From a dataset of Catalyst prediction with 721,799 reactions and 888 catalyst types from USPTO. Predict which catalyst facilitates the given reaction. (1) Reactant: [F:1][C:2]1[CH:7]=[CH:6][C:5]([N:8]2[C:12]([CH2:13][O:14][C:15]3[CH:23]=[CH:22][C:18]([C:19]([OH:21])=O)=[CH:17][N:16]=3)=[C:11]([CH3:24])[N:10]=[N:9]2)=[CH:4][CH:3]=1.CN(C(ON1N=NC2C=CC=CC1=2)=[N+](C)C)C.[B-](F)(F)(F)F.CCN(C(C)C)C(C)C.[NH2:56][CH:57]1[CH2:62][CH2:61][O:60][CH2:59][CH2:58]1. Product: [F:1][C:2]1[CH:3]=[CH:4][C:5]([N:8]2[C:12]([CH2:13][O:14][C:15]3[CH:23]=[CH:22][C:18]([C:19]([NH:56][CH:57]4[CH2:62][CH2:61][O:60][CH2:59][CH2:58]4)=[O:21])=[CH:17][N:16]=3)=[C:11]([CH3:24])[N:10]=[N:9]2)=[CH:6][CH:7]=1. The catalyst class is: 3. (2) Reactant: C(OC([NH:8][C:9]1([C:33]([OH:35])=O)[CH2:14][CH2:13][C:12]([C:15]2[NH:32][C:18]3=[N:19][CH:20]=[CH:21][C:22]([C:23]4[CH:28]=[C:27]([F:29])[CH:26]=[CH:25][C:24]=4[O:30][CH3:31])=[C:17]3[CH:16]=2)=[CH:11][CH2:10]1)=O)(C)(C)C.O.ON1C2C=CC=CC=2N=N1.[CH:47]([N:50](C(C)C)[CH2:51]C)(C)C.CNC.O1CCCC1.C(N=C=NCCCN(C)C)C. Product: [NH2:8][C:9]1([C:33]([N:50]([CH3:51])[CH3:47])=[O:35])[CH2:14][CH2:13][C:12]([C:15]2[NH:32][C:18]3=[N:19][CH:20]=[CH:21][C:22]([C:23]4[CH:28]=[C:27]([F:29])[CH:26]=[CH:25][C:24]=4[O:30][CH3:31])=[C:17]3[CH:16]=2)=[CH:11][CH2:10]1. The catalyst class is: 42. (3) Reactant: [F:1][C:2]([F:22])([F:21])[O:3][C:4]1[CH:9]=[CH:8][C:7](OS(C2C=CC(C)=CC=2)(=O)=O)=[CH:6][CH:5]=1.[CH:23]#[C:24][CH2:25][CH2:26][CH2:27][CH2:28][CH3:29]. Product: [C:23]([C:7]1[CH:6]=[CH:5][C:4]([O:3][C:2]([F:1])([F:21])[F:22])=[CH:9][CH:8]=1)#[C:24][CH2:25][CH2:26][CH2:27][CH2:28][CH3:29]. The catalyst class is: 194. (4) Reactant: [F:1][C:2]1[CH:7]=[C:6]([I:8])[CH:5]=[CH:4][C:3]=1[NH:9][C:10]1[N:11]([CH3:22])[C:12](=[O:21])[C:13]([CH3:20])=[CH:14][C:15]=1[C:16]([O:18]C)=[O:17].C1COCC1.[Li+].[OH-]. Product: [F:1][C:2]1[CH:7]=[C:6]([I:8])[CH:5]=[CH:4][C:3]=1[NH:9][C:10]1[N:11]([CH3:22])[C:12](=[O:21])[C:13]([CH3:20])=[CH:14][C:15]=1[C:16]([OH:18])=[O:17]. The catalyst class is: 6. (5) Reactant: [Cl:1][C:2]1[CH:7]=[CH:6][C:5]([CH:8]([C:29]2[CH:38]=[CH:37][C:36]3[C:31](=[CH:32][CH:33]=[C:34]([O:39]C)[CH:35]=3)[CH:30]=2)[C@@H:9]([C:13]2[CH:28]=[CH:27][C:16]([C:17]([NH:19][CH2:20][CH2:21][C:22]([O:24][CH2:25][CH3:26])=[O:23])=[O:18])=[CH:15][CH:14]=2)[CH2:10][CH2:11][CH3:12])=[CH:4][CH:3]=1.B(Br)(Br)Br. Product: [Cl:1][C:2]1[CH:3]=[CH:4][C:5]([CH:8]([C:29]2[CH:38]=[CH:37][C:36]3[C:31](=[CH:32][CH:33]=[C:34]([OH:39])[CH:35]=3)[CH:30]=2)[C@@H:9]([C:13]2[CH:28]=[CH:27][C:16]([C:17]([NH:19][CH2:20][CH2:21][C:22]([O:24][CH2:25][CH3:26])=[O:23])=[O:18])=[CH:15][CH:14]=2)[CH2:10][CH2:11][CH3:12])=[CH:6][CH:7]=1. The catalyst class is: 2. (6) Reactant: Cl[C:2]1[CH:7]=[CH:6][N:5]=[C:4]([NH2:8])[CH:3]=1.[F:9][C:10]1[CH:15]=[C:14]([N+:16]([O-:18])=[O:17])[CH:13]=[CH:12][C:11]=1[OH:19].C(=O)([O-])[O-].[K+].[K+]. Product: [F:9][C:10]1[CH:15]=[C:14]([N+:16]([O-:18])=[O:17])[CH:13]=[CH:12][C:11]=1[O:19][C:2]1[CH:7]=[CH:6][N:5]=[C:4]([NH2:8])[CH:3]=1. The catalyst class is: 400. (7) Reactant: [F:1][C:2]1[CH:3]=[C:4]([CH:47]=[CH:48][N:49]=1)[C:5]([NH:7][C:8]1[N:9]=[C:10]2[CH:15]=[CH:14][C:13]([C:16]3[C:17]([C:39]4[CH:44]=[CH:43][C:42]([F:45])=[CH:41][CH:40]=4)=[N:18][N:19]([CH3:38])[C:20]=3[N:21]3[CH2:26][CH2:25][N:24]([C:27](=[O:37])[CH2:28][NH:29]C(=O)OC(C)(C)C)[CH2:23][CH2:22]3)=[N:12][N:11]2[CH:46]=1)=[O:6].C(O)(C(F)(F)F)=O. Product: [NH2:29][CH2:28][C:27]([N:24]1[CH2:25][CH2:26][N:21]([C:20]2[N:19]([CH3:38])[N:18]=[C:17]([C:39]3[CH:44]=[CH:43][C:42]([F:45])=[CH:41][CH:40]=3)[C:16]=2[C:13]2[CH:14]=[CH:15][C:10]3[N:11]([CH:46]=[C:8]([NH:7][C:5](=[O:6])[C:4]4[CH:47]=[CH:48][N:49]=[C:2]([F:1])[CH:3]=4)[N:9]=3)[N:12]=2)[CH2:22][CH2:23]1)=[O:37]. The catalyst class is: 2. (8) The catalyst class is: 1. Product: [CH3:1][O:2][C:3]1[CH:4]=[CH:5][CH:6]=[C:7]2[C:11]=1[C:10](=[O:12])[N:9]([CH3:17])[C:8]2([CH3:14])[CH3:13]. Reactant: [CH3:1][O:2][C:3]1[CH:4]=[CH:5][CH:6]=[C:7]2[C:11]=1[C:10](=[O:12])[NH:9][C:8]2([CH3:14])[CH3:13].[H-].[Na+].[CH3:17]I. (9) Reactant: [C:1]1([C:7]2[O:8][C:9]([C:15]([F:18])([F:17])[F:16])=[C:10]([C:12]([OH:14])=O)[N:11]=2)[CH:6]=[CH:5][CH:4]=[CH:3][CH:2]=1.CCN=C=NCCCN(C)C.[NH2:30][CH2:31][CH2:32][C:33]([O:35]C)=[O:34].C1C=CC2N(O)N=NC=2C=1.C(N(C(C)C)C(C)C)C. Product: [C:1]1([C:7]2[O:8][C:9]([C:15]([F:18])([F:17])[F:16])=[C:10]([C:12]([NH:30][CH2:31][CH2:32][C:33]([OH:35])=[O:34])=[O:14])[N:11]=2)[CH:2]=[CH:3][CH:4]=[CH:5][CH:6]=1. The catalyst class is: 793.